Task: Predict which catalyst facilitates the given reaction.. Dataset: Catalyst prediction with 721,799 reactions and 888 catalyst types from USPTO (1) Reactant: [F:1][C:2]1[CH:33]=[CH:32][C:5]([NH:6][C:7]([NH:9][C:10]2[CH:31]=[CH:30][C:13]([O:14][C:15]3[C:24]4[C:19](=[CH:20][C:21]([O:28][CH3:29])=[C:22]([C:25]([OH:27])=[O:26])[CH:23]=4)[N:18]=[CH:17][CH:16]=3)=[CH:12][CH:11]=2)=[O:8])=[CH:4][CH:3]=1.Cl.C(N=C=NCCCN(C)C)C.C(N(CC)CC)C.[CH3:53][O:54][CH2:55][CH2:56]O. Product: [F:1][C:2]1[CH:3]=[CH:4][C:5]([NH:6][C:7]([NH:9][C:10]2[CH:31]=[CH:30][C:13]([O:14][C:15]3[C:24]4[C:19](=[CH:20][C:21]([O:28][CH3:29])=[C:22]([C:25]([O:27][CH2:56][CH2:55][O:54][CH3:53])=[O:26])[CH:23]=4)[N:18]=[CH:17][CH:16]=3)=[CH:12][CH:11]=2)=[O:8])=[CH:32][CH:33]=1. The catalyst class is: 42. (2) Reactant: [C:1]([OH:13])(=[O:12])[CH2:2][C:3]([CH2:8][C:9]([OH:11])=[O:10])([C:5]([OH:7])=[O:6])[OH:4].[OH-].[Na+].O.O.O.O.O.O.O.[Cl-].[La+3:24].[Cl-].[Cl-].C([O-])(=O)CC(CC([O-])=O)(C([O-])=O)O.[Na+].[Na+].[Na+]. Product: [C:1]([O-:13])(=[O:12])[CH2:2][C:3]([CH2:8][C:9]([O-:11])=[O:10])([C:5]([O-:7])=[O:6])[OH:4].[La+3:24]. The catalyst class is: 6. (3) Reactant: [NH2:1][C:2]1[CH:3]=[C:4]([OH:12])[C:5](=[CH:10][CH:11]=1)[C:6]([O:8][CH3:9])=[O:7].[S:13]1[C:17]2[CH:18]=[CH:19][CH:20]=[CH:21][C:16]=2[C:15]([S:22](Cl)(=[O:24])=[O:23])=[CH:14]1.N1C=CC=CC=1. The catalyst class is: 2. Product: [S:13]1[C:17]2[CH:18]=[CH:19][CH:20]=[CH:21][C:16]=2[C:15]([S:22]([NH:1][C:2]2[CH:11]=[CH:10][C:5]([C:6]([O:8][CH3:9])=[O:7])=[C:4]([OH:12])[CH:3]=2)(=[O:23])=[O:24])=[CH:14]1. (4) Reactant: [CH3:1][O:2][C:3]([CH:5]1[CH2:9][C:8](=[O:10])[N:7]([C:11]2[CH:16]=[CH:15][C:14]([O:17][CH2:18][C:19](OCC)=[O:20])=[C:13]([N+:24]([O-])=O)[N:12]=2)[CH2:6]1)=[O:4]. Product: [CH3:1][O:2][C:3]([CH:5]1[CH2:9][C:8](=[O:10])[N:7]([C:11]2[CH:16]=[CH:15][C:14]3[O:17][CH2:18][C:19](=[O:20])[NH:24][C:13]=3[N:12]=2)[CH2:6]1)=[O:4]. The catalyst class is: 15. (5) Reactant: [CH2:1]([O:8][C:9]([N:11]1[CH2:16][CH2:15][C:14]2([CH2:21][CH2:20][C:19](=[O:22])[CH:18]=[CH:17]2)[CH2:13][CH2:12]1)=[O:10])[C:2]1[CH:7]=[CH:6][CH:5]=[CH:4][CH:3]=1.[CH3:23][N:24]([CH:26](N(C)C)N(C)C)[CH3:25]. Product: [CH3:23][N:24]([CH:26]=[C:20]1[CH2:21][C:14]2([CH2:13][CH2:12][N:11]([C:9]([O:8][CH2:1][C:2]3[CH:7]=[CH:6][CH:5]=[CH:4][CH:3]=3)=[O:10])[CH2:16][CH2:15]2)[CH:17]=[CH:18][C:19]1=[O:22])[CH3:25]. The catalyst class is: 11. (6) Reactant: [NH2:1][C:2]1[CH:14]=[CH:13][C:5]2[N:6]([CH3:12])[C:7](=[O:11])[CH2:8][CH2:9][CH2:10][C:4]=2[C:3]=1[O:15][CH3:16].Cl[C:18]1[N:23]=[C:22]([NH:24][C:25]2[CH:34]=[CH:33][CH:32]=[CH:31][C:26]=2[C:27]([NH:29][CH3:30])=[O:28])[C:21]([Cl:35])=[CH:20][N:19]=1.Cl.O1CCOCC1.C(=O)([O-])[O-]. Product: [Cl:35][C:21]1[C:22]([NH:24][C:25]2[CH:34]=[CH:33][CH:32]=[CH:31][C:26]=2[C:27]([NH:29][CH3:30])=[O:28])=[N:23][C:18]([NH:1][C:2]2[CH:14]=[CH:13][C:5]3[N:6]([CH3:12])[C:7](=[O:11])[CH2:8][CH2:9][CH2:10][C:4]=3[C:3]=2[O:15][CH3:16])=[N:19][CH:20]=1. The catalyst class is: 141. (7) Reactant: [F:1][C:2]1[CH:11]=[CH:10][C:5]([C:6](=O)[CH2:7]Br)=[CH:4][CH:3]=1.C([O:14][CH:15](OCC)[C:16]([NH2:18])=[S:17])C. Product: [F:1][C:2]1[CH:11]=[CH:10][C:5]([C:6]2[N:18]=[C:16]([CH:15]=[O:14])[S:17][CH:7]=2)=[CH:4][CH:3]=1. The catalyst class is: 8. (8) Reactant: [Br:1][C:2]1[CH:7]=[CH:6][N:5]=[C:4](F)[CH:3]=1.[CH3:9][C:10](C)([O-:12])[CH3:11].[K+]. Product: [Br:1][C:2]1[CH:7]=[CH:6][N:5]=[C:4]([O:12][CH:10]([CH3:11])[CH3:9])[CH:3]=1. The catalyst class is: 41. (9) Reactant: [CH3:1][C:2]1[N:3]=[CH:4][C:5]([C:8]([O:10][CH3:11])=[O:9])=[N:6][CH:7]=1.[Br:12]Br. Product: [Br:12][CH2:1][C:2]1[N:3]=[CH:4][C:5]([C:8]([O:10][CH3:11])=[O:9])=[N:6][CH:7]=1. The catalyst class is: 15. (10) Reactant: [NH2:1][CH:2]1[CH:9]2[CH2:10][C:5]3([C:12]([O:14][CH3:15])=[O:13])[CH2:6][CH:7]([CH2:11][CH:3]1[CH2:4]3)[CH2:8]2.Cl[C:17]([O:19][CH2:20][C:21]1[CH:26]=[CH:25][CH:24]=[CH:23][CH:22]=1)=[O:18].[C:27](=O)([O-])[O-].[Na+].[Na+]. Product: [CH2:20]([O:19][C:17](=[O:18])[CH2:27][NH:1][CH:2]1[CH:9]2[CH2:10][C:5]3([C:12]([O:14][CH3:15])=[O:13])[CH2:6][CH:7]([CH2:11][CH:3]1[CH2:4]3)[CH2:8]2)[C:21]1[CH:26]=[CH:25][CH:24]=[CH:23][CH:22]=1. The catalyst class is: 30.